From a dataset of Forward reaction prediction with 1.9M reactions from USPTO patents (1976-2016). Predict the product of the given reaction. (1) Given the reactants [CH2:1]([C@@H:6]1[CH2:8][C@H:7]1[OH:9])[CH2:2][CH2:3][CH:4]=[CH2:5].N1C=CC=CC=1.[CH2:16]1[C:21](=[O:22])[N:20]([O:23][C:24](ON2C(=O)CCC2=O)=[O:25])[C:18](=[O:19])[CH2:17]1, predict the reaction product. The product is: [CH2:1]([C@@H:6]1[CH2:8][C@H:7]1[O:9][C:24]([O:23][N:20]1[C:21](=[O:22])[CH2:16][CH2:17][C:18]1=[O:19])=[O:25])[CH2:2][CH2:3][C:4]#[CH:5]. (2) Given the reactants Br[C:2](=[CH:7][CH3:8])[C:3]([O:5][CH3:6])=[O:4].[C:9]1([C:15]2[CH:20]=[CH:19][C:18]([OH:21])=[CH:17][CH:16]=2)[CH:14]=[CH:13][CH:12]=[CH:11][CH:10]=1.C([O-])([O-])=O.[K+].[K+], predict the reaction product. The product is: [C:15]1([C:9]2[CH:14]=[CH:13][CH:12]=[CH:11][CH:10]=2)[CH:16]=[CH:17][C:18]([O:21][C:2](=[CH:7][CH3:8])[C:3]([O:5][CH3:6])=[O:4])=[CH:19][CH:20]=1.